Dataset: NCI-60 drug combinations with 297,098 pairs across 59 cell lines. Task: Regression. Given two drug SMILES strings and cell line genomic features, predict the synergy score measuring deviation from expected non-interaction effect. (1) Drug 1: CC12CCC3C(C1CCC2=O)CC(=C)C4=CC(=O)C=CC34C. Drug 2: C1CN(CCN1C(=O)CCBr)C(=O)CCBr. Cell line: LOX IMVI. Synergy scores: CSS=37.1, Synergy_ZIP=-5.84, Synergy_Bliss=-2.79, Synergy_Loewe=-7.74, Synergy_HSA=-1.20. (2) Drug 1: CC1C(C(=O)NC(C(=O)N2CCCC2C(=O)N(CC(=O)N(C(C(=O)O1)C(C)C)C)C)C(C)C)NC(=O)C3=C4C(=C(C=C3)C)OC5=C(C(=O)C(=C(C5=N4)C(=O)NC6C(OC(=O)C(N(C(=O)CN(C(=O)C7CCCN7C(=O)C(NC6=O)C(C)C)C)C)C(C)C)C)N)C. Drug 2: CNC(=O)C1=NC=CC(=C1)OC2=CC=C(C=C2)NC(=O)NC3=CC(=C(C=C3)Cl)C(F)(F)F. Cell line: BT-549. Synergy scores: CSS=10.6, Synergy_ZIP=-1.10, Synergy_Bliss=2.64, Synergy_Loewe=-5.33, Synergy_HSA=-0.788. (3) Drug 1: CC1=C(N=C(N=C1N)C(CC(=O)N)NCC(C(=O)N)N)C(=O)NC(C(C2=CN=CN2)OC3C(C(C(C(O3)CO)O)O)OC4C(C(C(C(O4)CO)O)OC(=O)N)O)C(=O)NC(C)C(C(C)C(=O)NC(C(C)O)C(=O)NCCC5=NC(=CS5)C6=NC(=CS6)C(=O)NCCC[S+](C)C)O. Drug 2: C1C(C(OC1N2C=NC(=NC2=O)N)CO)O. Cell line: PC-3. Synergy scores: CSS=18.7, Synergy_ZIP=-3.28, Synergy_Bliss=3.26, Synergy_Loewe=5.98, Synergy_HSA=6.90. (4) Drug 1: C1CCN(CC1)CCOC2=CC=C(C=C2)C(=O)C3=C(SC4=C3C=CC(=C4)O)C5=CC=C(C=C5)O. Drug 2: C1CN1P(=S)(N2CC2)N3CC3. Cell line: SNB-19. Synergy scores: CSS=16.1, Synergy_ZIP=-5.99, Synergy_Bliss=-3.24, Synergy_Loewe=-2.80, Synergy_HSA=-2.73. (5) Synergy scores: CSS=-2.37, Synergy_ZIP=-0.841, Synergy_Bliss=-3.59, Synergy_Loewe=-3.99, Synergy_HSA=-3.57. Cell line: NCI-H322M. Drug 2: C1CCC(C1)C(CC#N)N2C=C(C=N2)C3=C4C=CNC4=NC=N3. Drug 1: C1CCN(CC1)CCOC2=CC=C(C=C2)C(=O)C3=C(SC4=C3C=CC(=C4)O)C5=CC=C(C=C5)O.